From a dataset of Human Reference Interactome with 51,813 positive PPI pairs across 8,248 proteins, plus equal number of experimentally-validated negative pairs. Binary Classification. Given two protein amino acid sequences, predict whether they physically interact or not. (1) Protein 1 (ENSG00000197857) has sequence MALCYGTFWGYPKMLEAANLMEGLVDIGPWVTLPRGQPEVLEWGLPKDQAGELGTVDKSGLSGL*MDSVAFEDVAVNFTHEEWALLGPSQKNLYRDVMRETIRNLNCIGMKWENQNIDDQHQNLRRNPRCDVVERFGKSKDGSQCGETLSQIRNSIVNKNTPARVDACGSSVNGEVIMGHSSLNCYIRVDTGHKHRECHEYAEKSYTHKQCGKGLSYRHSFQTCERPHTGKKPYDCKECGKTFSSPGNLRRHMVVKGGDGPYKCELCGKAFFWPSLLRMHERTHTGEKPYECKQCSKAFP.... Protein 2 (ENSG00000127125) has sequence MAEMDPVAEFPQPPGAARWAEVMARFAARLGAQGRRVVLVTSGGTKVPLEARPVRFLDNFSSGRRGATSAEAFLAAGYGVLFLYRARSAFPYAHRFPPQTWLSALRPSGPALSGLLSLEAEENALPGFAEALRSYQEAAAAGTFLAVEFTTLADYLHLLQAAAQALNPLGPSAMFYLAAAVSDFYVPVSEMPEHKIQSSGGPLQITMKMVPKLLSPLVKDWAPKAFIISFKLETDPAIVINRARKALEIYQHQVVVANILESRQSFVFIVTKDSETKLLLSEEEIEKGVEIEEKIVDNLQ.... Result: 0 (the proteins do not interact). (2) Protein 1 (ENSG00000165828) has sequence MRRLLLVTSLVVVLLWEAGAVPAPKVPIKMQVKHWPSEQDPEKAWGARVVEPPEKDDQLVVLFPVQKPKLLTTEEKPRGTKAWMETEDTLGHVLSPEPDHDSLYHPPPEEDQGEERPRLWVMPNHQVLLGPEEDQDHIYHPQ*MRRLLLVTSLVVVLLWEAGAVPAPKVPIKMQVKHWPSEQDPEKAWGARVVEPPEKDDQLVVLFPVQKPKLLTTEEKPRGQGRGPILPGTKAWMETEDTLGHVLSPEPDHDSLYHPPPEEDQGEERPRLWVMPNHQVLLGPEEDQDHIYHPQ*. Protein 2 (ENSG00000179010) has sequence MRPLDIVELAEPEEVEVLEPEEDFEQFLLPVINEMREDIASLTREHGRAYLRNRSKLWEMDNMLIQIKTQVEASEESALNHLQNPGDAAEGRAAKRCEKAEEKAKEIAKMAEMLVELVRRIEKSESS*MRPLDIVELAEPEEVEVLEPEEDFEQFLLPVINEMREDIASLTREHGRAYLRNRSKLWEMDNMLIQIKTQVEASEESALNHLQNPGDAAEGRAAKRCEKSESS*. Result: 1 (the proteins interact). (3) Protein 1 (ENSG00000160271) has sequence MCLWGHSTAPAHTLSSPPLLFCSLPCALHLQPGTGHPPGQVPRKSSTQEIGEELINGVIYSISLRKVQLHHGGNKGQRWLGYENESALNLYETCKVRTVKAGTLEKLVEHLVPAFQGSDLSYVTIFLCTYRAFTTTQQVLDLLFKRYGCILPYSDEDGGPQDQLKNAISSILGTWLDQYSEDFCQPPDFPCLKQLVAYVQLNMPGSDLERRAHLLLAQLEHSEPIEAEPEALSPVPALKPTPELELALTPARAPSPVPAPAPEPEPAPTPAPGSELEVAPAPAPELQQAPEPAVGLESAP.... Protein 2 (ENSG00000177710) has sequence MAGSHPYFNLPDSTHPSPPSAPPSLRWHQRCQPSGATNGLLVALLGGGLPAGFVGPLSRMAYQGSNLPSLELLICRCLFHLPIALLLKLRGDPLLGPPDIRGWACFCALLNVLSIGCAYSAVQVVPAGNAATVRKGSSTVCSAVLTLCLESQGLGGYEWCGLLGSILGLIIILGPGLWTLQEGTTGVYTTLGYVQAFLGGLALSLGLLVYRSLHFPSCLPTVAFLSGLVGLLGCVPGLFVLQTPVLPSDLLSWSCVGAEGILALVSFTCVGYAVTKAHPALVCAVLHSEVVVALILQYYM.... Result: 0 (the proteins do not interact). (4) Protein 1 (ENSG00000173338) has sequence MGGLRPWSRYGLLVVAHLLALGLGAVVFQALEGPPACRLQAELRAELAAFQAEHRACLPPGALEELLGTALATQAHGVSTLGNSSEGRTWDLPSALLFAASILTTTGYGHMAPLSPGGKAFCMVYAALGLPASLALVATLRHCLLPVLSRPRAWVAVHWQLSPARAALLQAVALGLLVASSFVLLPALVLWGLQGDCSLLGAVYFCFSSLSTIGLEDLLPGRGRSLHPVIYHLGQLALLGGGTSLQGTAWEG*MGGLRPWSRYGLLVVAHLLALGLGAVVFQALEGPPACRLQAELRAEL.... Protein 2 (ENSG00000115946) has sequence MESEMETQSARAEEGFTQVTRKGGRRAKKRQAEQLSAAGEGGDAGRMDTEEARPAKRPVFPPLCGDGLLSGKEETRKIPVPANRYTPLKENWMKIFTPIVEHLGLQIRFNLKSRNVEIRTCKETKDVSALTKAADFVKAFILGFQVEDALALIRLDDLFLESFEITDVKPLKGDHLSRAIGRIAGKGGKTKFTIENVTRTRIVLADVKVHILGSFQNIKMARTAICNLILGNPPSKVYGNIRAVASRSADRF*MESEMETQSARAEEGFTQVTRKGGRRAKKRQAEQLSAAGEGGDAGRM.... Result: 0 (the proteins do not interact). (5) Protein 1 (ENSG00000115514) has sequence MEADASVDMFSKVLEHQLLQTTKLVEEHLDSEIQKLDQMDEDELERLKEKRLQALRKAQQQKQEWLSKGHGEYREIPSERDFFQEVKESENVVCHFYRDSTFRCKILDRHLAILSKKHLETKFLKLNVEKAPFLCERLHIKVIPTLALLKDGKTQDYVVGFTDLGNTDDFTTETLEWRLGSSDILNYSGNLMEPPFQNQKKFGTNFTKLEKKTIRGKKYDSDSDDD*MEADASVDMFSKVLEHQLLQTTKLVEEHLDSEIQKLDQMDEDELERLKEKRLQALRKAQQQKQEWLSKGHGEY.... Protein 2 (ENSG00000115138) has sequence MPRSCCSRSGALLLALLLQASMEVRGWCLESSQCQDLTTESNLLECIRACKPDLSAETPMFPGNGDEQPLTENPRKYVMGHFRWDRFGRRNSSSSGSSGAGQKREDVSAGEDCGPLPEGGPEPRSDGAKPGPREGKRSYSMEHFRWGKPVGKKRRPVKVYPNGAEDESAEAFPLEFKRELTGQRLREGDGPDGPADDGAGAQADLEHSLLVAAEKKDEGPYRMEHFRWGSPPKDKRYGGFMTSEKSQTPLVTLFKNAIIKNAYKKGE*MPRSCCSRSGALLLALLLQASMEVRGWCLESS.... Result: 0 (the proteins do not interact). (6) Protein 1 (ENSG00000140259) has sequence MSVPSALMKQPPIQSTAGAVPVRNEKGEISMEKVKVKRYVSGKRPDYAPMESSDEEDEEFQFIKKAKEQEAEPEEQEEDSSSDPRLRRLQNRISEDVEERLARHRKIVEPEVVGESDSEVEGDAWRMEREDSSEEEEEEIDDEEIERRRGMMRQRAQERKNEEMEVMEVEDEGRSGEESESESEYEEYTDSEDEMEPRLKPVFIRKKDRVTVQEREAEALKQKELEQEAKRMAEERRKYTLKIVEEETKKELEENKRSLAALDALNTDDENDEEEYEAWKVRELKRIKRDREDREALEKE.... Protein 2 (ENSG00000185963) has sequence MSAPSEEEEYARLVMEAQPEWLRAEVKRLSHELAETTREKIQAAEYGLAVLEEKHQLKLQFEELEVDYEAIRSEMEQLKEAFGQAHTNHKKVAADGESREESLIQESASKEQYYVRKVLELQTELKQLRNVLTNTQSENERLASVAQELKEINQNVEIQRGRLRDDIKEYKFREARLLQDYSELEEENISLQKQVSVLRQNQVEFEGLKHEIKRLEEETEYLNSQLEDAIRLKEISERQLEEALETLKTEREQKNSLRKELSHYMSINDSFYTSHLHVSLDGLKFSDDAAEPNNDAEALV.... Result: 1 (the proteins interact).